This data is from Forward reaction prediction with 1.9M reactions from USPTO patents (1976-2016). The task is: Predict the product of the given reaction. (1) Given the reactants Br[C:2]1[CH:7]=[CH:6][C:5]([C:8]([NH:11][C:12](=[O:22])[CH2:13][CH:14]2[CH:19]3[CH2:20][CH2:21][N:16]([CH2:17][CH2:18]3)[CH2:15]2)([CH3:10])[CH3:9])=[CH:4][CH:3]=1.[C:23]1(B(O)O)[CH:28]=[CH:27][CH:26]=[CH:25][CH:24]=1, predict the reaction product. The product is: [C:2]1([C:23]2[CH:28]=[CH:27][CH:26]=[CH:25][CH:24]=2)[CH:7]=[CH:6][C:5]([C:8]([NH:11][C:12](=[O:22])[CH2:13][CH:14]2[CH:19]3[CH2:20][CH2:21][N:16]([CH2:17][CH2:18]3)[CH2:15]2)([CH3:10])[CH3:9])=[CH:4][CH:3]=1. (2) The product is: [CH:21]1([C:18]2[CH:19]=[CH:20][C:15]([C:14]([N:13]([CH3:28])[C:10]3[CH:11]=[CH:12][C:7]([N:4]4[CH2:5][CH2:6][CH:2]([N:30]5[CH2:35][CH2:34][O:33][CH2:32][CH2:31]5)[C:3]4=[O:29])=[CH:8][CH:9]=3)=[O:27])=[CH:16][CH:17]=2)[CH2:26][CH2:25][CH2:24][CH2:23][CH2:22]1. Given the reactants Br[CH:2]1[CH2:6][CH2:5][N:4]([C:7]2[CH:12]=[CH:11][C:10]([N:13]([CH3:28])[C:14](=[O:27])[C:15]3[CH:20]=[CH:19][C:18]([CH:21]4[CH2:26][CH2:25][CH2:24][CH2:23][CH2:22]4)=[CH:17][CH:16]=3)=[CH:9][CH:8]=2)[C:3]1=[O:29].[NH:30]1[CH2:35][CH2:34][O:33][CH2:32][CH2:31]1, predict the reaction product.